Dataset: Forward reaction prediction with 1.9M reactions from USPTO patents (1976-2016). Task: Predict the product of the given reaction. (1) Given the reactants [O:1]=[C:2]1[N:6]([CH2:7][C:8]([O:10][CH2:11][C:12]2[CH:17]=[CH:16][CH:15]=[CH:14][CH:13]=2)=[O:9])[CH2:5][CH2:4][O:3]1.[CH:18]([N-]C(C)C)(C)C.[Li+].IC, predict the reaction product. The product is: [O:1]=[C:2]1[N:6]([CH:7]([CH3:18])[C:8]([O:10][CH2:11][C:12]2[CH:17]=[CH:16][CH:15]=[CH:14][CH:13]=2)=[O:9])[CH2:5][CH2:4][O:3]1. (2) The product is: [NH2:2][C:1](=[O:27])[CH2:3][CH:4]1[CH:10]([C:11]2[CH:16]=[CH:15][C:14]([Cl:17])=[C:13]([Cl:18])[CH:12]=2)[O:9][CH2:8][CH2:7][N:6]([C:19]([O:21][C:22]([CH3:25])([CH3:24])[CH3:23])=[O:20])[CH2:5]1. Given the reactants [C:1]([CH2:3][CH:4]1[CH:10]([C:11]2[CH:16]=[CH:15][C:14]([Cl:17])=[C:13]([Cl:18])[CH:12]=2)[O:9][CH2:8][CH2:7][N:6]([C:19]([O:21][C:22]([CH3:25])([CH3:24])[CH3:23])=[O:20])[CH2:5]1)#[N:2].C(=O)([O-])[OH:27].[Na+].OO.S([O-])([O-])(=O)=S.[Na+].[Na+], predict the reaction product. (3) Given the reactants C(OC([C:6]1C=C(C#N)C=C(C)[N:7]=1)=O)C.[F:15][C:16]1[CH:17]=[CH:18][C:19]([NH:22][C:23]([C:25]2[CH:30]=[C:29](Br)[CH:28]=[C:27]([C:32]([F:35])([F:34])[F:33])[N:26]=2)=[O:24])=[N:20][CH:21]=1, predict the reaction product. The product is: [F:15][C:16]1[CH:17]=[CH:18][C:19]([NH:22][C:23]([C:25]2[CH:30]=[C:29]([C:6]#[N:7])[CH:28]=[C:27]([C:32]([F:35])([F:34])[F:33])[N:26]=2)=[O:24])=[N:20][CH:21]=1. (4) Given the reactants Cl[C:2]1[C:11]2=[N:12][N:13](CC3C=CC(OC)=CC=3)[CH:14]=[C:10]2[C:9]2[CH:8]=[C:7]([I:24])[CH:6]=[CH:5][C:4]=2[N:3]=1.[CH3:25][O:26][C:27]1[CH:28]=[C:29]([CH:31]=[CH:32][C:33]=1[O:34][CH3:35])[NH2:30].Cl, predict the reaction product. The product is: [CH3:25][O:26][C:27]1[CH:28]=[C:29]([NH:30][C:2]2[C:11]3[NH:12][N:13]=[CH:14][C:10]=3[C:9]3[CH:8]=[C:7]([I:24])[CH:6]=[CH:5][C:4]=3[N:3]=2)[CH:31]=[CH:32][C:33]=1[O:34][CH3:35]. (5) Given the reactants [O:1]1[CH:5]=[CH:4][CH:3]=[C:2]1[C:6]1[CH:7]=[CH:8][C:9]2[N:10]([CH:12]=[C:13]([C:15]([O:17]CC)=[O:16])[N:14]=2)[CH:11]=1.CC(C)(OC(NC1N=C(C2C=CC3N(C=C(C(O)=O)N=3)C=2)C=CC=1)=O)C, predict the reaction product. The product is: [O:1]1[CH:5]=[CH:4][CH:3]=[C:2]1[C:6]1[CH:7]=[CH:8][C:9]2[N:10]([CH:12]=[C:13]([C:15]([OH:17])=[O:16])[N:14]=2)[CH:11]=1. (6) Given the reactants [NH2:1][C:2]1[S:3][CH:4]=[C:5]([CH2:7][C:8]([O:10][CH2:11][CH3:12])=[O:9])[N:6]=1.[C:13]1([S:23](Cl)(=[O:25])=[O:24])[C:22]2[C:17](=[CH:18][CH:19]=[CH:20][CH:21]=2)[CH:16]=[CH:15][CH:14]=1, predict the reaction product. The product is: [C:13]1([S:23]([NH:1][C:2]2[S:3][CH:4]=[C:5]([CH2:7][C:8]([O:10][CH2:11][CH3:12])=[O:9])[N:6]=2)(=[O:25])=[O:24])[C:22]2[C:17](=[CH:18][CH:19]=[CH:20][CH:21]=2)[CH:16]=[CH:15][CH:14]=1.